Dataset: Forward reaction prediction with 1.9M reactions from USPTO patents (1976-2016). Task: Predict the product of the given reaction. (1) Given the reactants C1(C[N:8](CC2C=CC=CC=2)[CH2:9][CH2:10][CH2:11][N:12]2[CH2:17][CH2:16][C:15](=[O:18])[NH:14][C:13]2=[O:19])C=CC=CC=1.[H][H], predict the reaction product. The product is: [NH2:8][CH2:9][CH2:10][CH2:11][N:12]1[CH2:17][CH2:16][C:15](=[O:18])[NH:14][C:13]1=[O:19]. (2) Given the reactants [S:1]([NH2:11])(=[O:10])([C:3]1[CH:8]=[CH:7][C:6]([NH2:9])=[CH:5][CH:4]=1)=[O:2].[CH2:12]([CH:19]1[CH2:24][CH2:23][N:22]([C:25](=[O:29])[C:26](O)=[O:27])[CH2:21][CH2:20]1)[C:13]1[CH:18]=[CH:17][CH:16]=[CH:15][CH:14]=1, predict the reaction product. The product is: [CH2:12]([CH:19]1[CH2:20][CH2:21][N:22]([C:25](=[O:29])[C:26]([NH:9][C:6]2[CH:5]=[CH:4][C:3]([S:1](=[O:10])(=[O:2])[NH2:11])=[CH:8][CH:7]=2)=[O:27])[CH2:23][CH2:24]1)[C:13]1[CH:14]=[CH:15][CH:16]=[CH:17][CH:18]=1. (3) Given the reactants O.[CH3:2][CH:3]([CH3:5])[O-:4].[CH3:6][CH:7](C)[O-:8].C[CH:11](C)[O-:12].CC(C)[O-].[Ti+4:18].CC(O)(CC(O)C)C, predict the reaction product. The product is: [CH3:2][CH:3]([O:4][C:7]([CH3:6])=[O:8])[CH2:5][O:12][CH3:11].[Ti:18]. (4) Given the reactants [C:1]([OH:10])(=O)[C:2]1[C:3](=[CH:5][CH:6]=[CH:7][CH:8]=1)[OH:4].S(Cl)(Cl)=O.[Cl:15][C:16]1[CH:21]=[CH:20][C:19]([NH2:22])=[C:18]([F:23])[CH:17]=1, predict the reaction product. The product is: [Cl:15][C:16]1[CH:21]=[CH:20][C:19]([NH:22][C:1](=[O:10])[C:2]2[CH:8]=[CH:7][CH:6]=[CH:5][C:3]=2[OH:4])=[C:18]([F:23])[CH:17]=1. (5) Given the reactants [CH3:1][O:2][C:3]1[C:12]([NH:13][C:14](=[O:18])OCC)=[N:11][C:10]2[C:5](=[CH:6][C:7]([CH3:20])=[C:8]([CH3:19])[CH:9]=2)[N:4]=1.[CH3:21][O:22][C:23]1[CH:24]=[C:25]([N:31]2[CH2:36][CH2:35][NH:34][CH2:33][CH2:32]2)[CH:26]=[C:27]([O:29][CH3:30])[CH:28]=1, predict the reaction product. The product is: [CH3:1][O:2][C:3]1[C:12]([NH:13][C:14]([N:34]2[CH2:33][CH2:32][N:31]([C:25]3[CH:24]=[C:23]([O:22][CH3:21])[CH:28]=[C:27]([O:29][CH3:30])[CH:26]=3)[CH2:36][CH2:35]2)=[O:18])=[N:11][C:10]2[C:5](=[CH:6][C:7]([CH3:20])=[C:8]([CH3:19])[CH:9]=2)[N:4]=1. (6) Given the reactants [NH2:1][C:2](=[O:35])[CH2:3][O:4][C:5]1[CH:6]=[C:7]2[C:12](=[CH:13][CH:14]=1)[C:11](=[O:15])[N:10]([CH2:16][CH:17]([CH3:19])[CH3:18])[C:9]([CH2:20][NH:21]C(=O)OC(C)(C)C)=[C:8]2[C:29]1[CH:34]=[CH:33][CH:32]=[CH:31][CH:30]=1.Cl, predict the reaction product. The product is: [NH2:21][CH2:20][C:9]1[N:10]([CH2:16][CH:17]([CH3:19])[CH3:18])[C:11](=[O:15])[C:12]2[C:7]([C:8]=1[C:29]1[CH:34]=[CH:33][CH:32]=[CH:31][CH:30]=1)=[CH:6][C:5]([O:4][CH2:3][C:2]([NH2:1])=[O:35])=[CH:14][CH:13]=2. (7) Given the reactants [Cl:1][C:2]1[CH:3]=[CH:4][C:5]([N:17]2[CH2:21][CH2:20][CH2:19][C:18]2=[O:22])=[C:6]([CH:16]=1)[CH2:7][NH:8]C(=O)OC(C)(C)C.Cl.O1CCOCC1, predict the reaction product. The product is: [ClH:1].[NH2:8][CH2:7][C:6]1[CH:16]=[C:2]([Cl:1])[CH:3]=[CH:4][C:5]=1[N:17]1[CH2:21][CH2:20][CH2:19][C:18]1=[O:22].